This data is from Forward reaction prediction with 1.9M reactions from USPTO patents (1976-2016). The task is: Predict the product of the given reaction. (1) Given the reactants C([O:3][C:4]([C:6]1[N:11]=[C:10]([C:12]2[CH:17]=[C:16]([Cl:18])[CH:15]=[CH:14][N:13]=2)[CH:9]=[C:8]([Cl:19])[CH:7]=1)=O)C.[BH4-].[Na+].Cl.[OH-].[Na+], predict the reaction product. The product is: [Cl:19][C:8]1[CH:7]=[C:6]([CH2:4][OH:3])[N:11]=[C:10]([C:12]2[CH:17]=[C:16]([Cl:18])[CH:15]=[CH:14][N:13]=2)[CH:9]=1. (2) Given the reactants ON1C2C=CC=CC=2N=N1.Cl.CN(C)CCCN=C=NCC.[Cl:23][C:24]1[CH:29]=[CH:28][C:27]([CH:30]([C:49]2[CH:54]=[CH:53][C:52]([Cl:55])=[CH:51][CH:50]=2)[N:31]2[CH2:34][CH:33]([CH2:35][S:36]([NH:39][C:40]3[CH:41]=[C:42]([CH:46]=[CH:47][CH:48]=3)[C:43]([OH:45])=O)(=[O:38])=[O:37])[CH2:32]2)=[CH:26][CH:25]=1.Cl.[NH2:57][CH2:58][C:59]([N:61]1[CH2:66][CH2:65][O:64][CH2:63][CH2:62]1)=[O:60], predict the reaction product. The product is: [Cl:23][C:24]1[CH:25]=[CH:26][C:27]([CH:30]([C:49]2[CH:54]=[CH:53][C:52]([Cl:55])=[CH:51][CH:50]=2)[N:31]2[CH2:34][CH:33]([CH2:35][S:36]([NH:39][C:40]3[CH:41]=[C:42]([CH:46]=[CH:47][CH:48]=3)[C:43]([NH:57][CH2:58][C:59]([N:61]3[CH2:66][CH2:65][O:64][CH2:63][CH2:62]3)=[O:60])=[O:45])(=[O:37])=[O:38])[CH2:32]2)=[CH:28][CH:29]=1. (3) Given the reactants [NH2:1][C:2]1[C:3]([C:9]([NH:11][C:12]2[CH:17]=[CH:16][CH:15]=[C:14](Br)[N:13]=2)=[O:10])=[N:4][C:5]([Cl:8])=[CH:6][N:7]=1.[N:19]1[CH:24]=[CH:23][C:22](B(O)O)=[CH:21][CH:20]=1, predict the reaction product. The product is: [NH2:1][C:2]1[C:3]([C:9]([NH:11][C:12]2[N:13]=[C:14]([C:22]3[CH:23]=[CH:24][N:19]=[CH:20][CH:21]=3)[CH:15]=[CH:16][CH:17]=2)=[O:10])=[N:4][C:5]([Cl:8])=[CH:6][N:7]=1. (4) Given the reactants [CH2:1]([C:3]1[CH:10]=[CH:9][C:6]([CH2:7]Cl)=[CH:5][CH:4]=1)[CH3:2].[H-].[Na+].[F:13][C:14]([F:23])([F:22])[CH2:15][CH2:16][CH:17]([C:20]#[N:21])[C:18]#[N:19], predict the reaction product. The product is: [CH2:1]([C:3]1[CH:10]=[CH:9][C:6]([CH2:7][C:17]([CH2:16][CH2:15][C:14]([F:13])([F:22])[F:23])([C:18]#[N:19])[C:20]#[N:21])=[CH:5][CH:4]=1)[CH3:2]. (5) Given the reactants [CH:1]1([C:6]([N:8]2[CH2:13][CH:12]([C:14]3[CH:19]=[CH:18][C:17]([CH2:20][CH3:21])=[CH:16][CH:15]=3)[CH2:11][CH:10]([C:22](O)=O)[CH2:9]2)=[O:7])[CH2:5][CH2:4][CH2:3][CH2:2]1.[Cl:25][C:26]1[CH:31]=[CH:30][CH:29]=[CH:28][C:27]=1[CH2:32][C:33](=[N:35][OH:36])[NH2:34], predict the reaction product. The product is: [Cl:25][C:26]1[CH:31]=[CH:30][CH:29]=[CH:28][C:27]=1[CH2:32][C:33]1[N:34]=[C:22]([CH:10]2[CH2:11][CH:12]([C:14]3[CH:15]=[CH:16][C:17]([CH2:20][CH3:21])=[CH:18][CH:19]=3)[CH2:13][N:8]([C:6]([CH:1]3[CH2:5][CH2:4][CH2:3][CH2:2]3)=[O:7])[CH2:9]2)[O:36][N:35]=1. (6) Given the reactants [C:1]([C:3]1[CH:12]=[CH:11][C:6]([C:7]([O:9][CH3:10])=[O:8])=[CH:5][CH:4]=1)#[N:2].[C:13]([Cl:16])(=[O:15])[CH3:14], predict the reaction product. The product is: [ClH:16].[CH2:13]([O:15][C:1](=[NH:2])[C:3]1[CH:12]=[CH:11][C:6]([C:7]([O:9][CH3:10])=[O:8])=[CH:5][CH:4]=1)[CH3:14]. (7) Given the reactants Br[CH2:2][CH2:3][CH2:4][O:5][C:6]1[C:11]2[B:12]([OH:19])[O:13][CH:14]([CH2:15][N+:16]([O-:18])=[O:17])[C:10]=2[CH:9]=[CH:8][CH:7]=1.[CH:20]1([N:23]2[C:32]3[C:27](=[CH:28][C:29]([F:39])=[C:30]([N:33]4[CH2:38][CH2:37][NH:36][CH2:35][CH2:34]4)[CH:31]=3)[C:26](=[O:40])[C:25]([C:41]([O:43][CH2:44][C:45]3[CH:50]=[CH:49][CH:48]=[CH:47][CH:46]=3)=[O:42])=[CH:24]2)[CH2:22][CH2:21]1, predict the reaction product. The product is: [CH:20]1([N:23]2[C:32]3[C:27](=[CH:28][C:29]([F:39])=[C:30]([N:33]4[CH2:38][CH2:37][N:36]([CH2:2][CH2:3][CH2:4][O:5][C:6]5[C:11]6[B:12]([OH:19])[O:13][CH:14]([CH2:15][N+:16]([O-:18])=[O:17])[C:10]=6[CH:9]=[CH:8][CH:7]=5)[CH2:35][CH2:34]4)[CH:31]=3)[C:26](=[O:40])[C:25]([C:41]([O:43][CH2:44][C:45]3[CH:46]=[CH:47][CH:48]=[CH:49][CH:50]=3)=[O:42])=[CH:24]2)[CH2:22][CH2:21]1.